This data is from Reaction yield outcomes from USPTO patents with 853,638 reactions. The task is: Predict the reaction yield, written as a fraction of the theoretical maximum amount of product (1.0 means a 100% yield; for example, 0.34 means a 34% yield). (1) The reactants are [C:1]([C:3]1[CH:8]=[CH:7][CH:6]=[CH:5][C:4]=1[B:9]([OH:11])[OH:10])#[N:2].[CH2:12](O)[CH2:13][CH2:14]O. The catalyst is C(Cl)Cl. The product is [O:10]1[CH2:14][CH2:13][CH2:12][O:11][B:9]1[C:4]1[CH:5]=[CH:6][CH:7]=[CH:8][C:3]=1[C:1]#[N:2]. The yield is 0.572. (2) The reactants are [Cl:1][C:2]1[N:10]=[CH:9][N:8]=[C:7]2[C:3]=1[N:4]=[CH:5][N:6]2[C@H:11]1[CH2:15][C@H:14]([OH:16])[C@@H:13]([CH2:17][OH:18])[CH2:12]1.[Si:19](Cl)([C:22]([CH3:25])([CH3:24])[CH3:23])([CH3:21])[CH3:20].N1C=CN=C1. The catalyst is CN(C=O)C. The product is [Si:19]([O:18][CH2:17][C@H:13]1[CH2:12][C@@H:11]([N:6]2[CH:5]=[N:4][C:3]3[C:7]2=[N:8][CH:9]=[N:10][C:2]=3[Cl:1])[CH2:15][C@@H:14]1[OH:16])([C:22]([CH3:25])([CH3:24])[CH3:23])([CH3:21])[CH3:20]. The yield is 0.650. (3) The reactants are Cl[CH2:2][CH2:3][NH:4][C:5]([NH:7][C:8]1[CH:9]=[N:10][CH:11]=[CH:12][C:13]=1[CH:14]1[CH2:16][CH2:15]1)=[O:6].[H-].[Na+].CO. The catalyst is C1COCC1.C(Cl)(Cl)Cl. The product is [CH:14]1([C:13]2[CH:12]=[CH:11][N:10]=[CH:9][C:8]=2[N:7]2[CH2:2][CH2:3][NH:4][C:5]2=[O:6])[CH2:16][CH2:15]1. The yield is 0.940. (4) The reactants are [NH2:1][C:2]1[C:11]([C:12]([O:14]N2C3C=C(Cl)C=CC=3N=N2)=O)=[C:5]2[N:6]=[CH:7][C:8]([F:10])=[CH:9][N:4]2[N:3]=1.[NH2:25][C:26]1[CH:27]=[N:28][CH:29]=[C:30]([F:45])[C:31]=1[N:32]1[CH2:37][CH2:36][CH:35]([C:38]([O:40][C:41]([CH3:44])([CH3:43])[CH3:42])=[O:39])[CH2:34][CH2:33]1.C(O)C. The catalyst is N1C=CC=CC=1. The product is [NH2:1][C:2]1[C:11]([C:12]([NH:25][C:26]2[CH:27]=[N:28][CH:29]=[C:30]([F:45])[C:31]=2[N:32]2[CH2:37][CH2:36][CH:35]([C:38]([O:40][C:41]([CH3:43])([CH3:42])[CH3:44])=[O:39])[CH2:34][CH2:33]2)=[O:14])=[C:5]2[N:6]=[CH:7][C:8]([F:10])=[CH:9][N:4]2[N:3]=1. The yield is 0.780. (5) The reactants are [Br:1][C:2]1[CH:3]=[C:4]2[C:9](=[CH:10][CH:11]=1)[NH:8][C:7](=O)[CH:6]=[C:5]2[C:13]1[CH:18]=[CH:17][CH:16]=[C:15]([Cl:19])[CH:14]=1.P(Cl)(Cl)([Cl:22])=O. No catalyst specified. The product is [Br:1][C:2]1[CH:3]=[C:4]2[C:9](=[CH:10][CH:11]=1)[N:8]=[C:7]([Cl:22])[CH:6]=[C:5]2[C:13]1[CH:18]=[CH:17][CH:16]=[C:15]([Cl:19])[CH:14]=1. The yield is 1.00. (6) The reactants are [C:1]([O:5][C:6]([N:8]([C:27]([O:29][C:30]([CH3:33])([CH3:32])[CH3:31])=[O:28])[C@H:9]([CH2:20][CH2:21]/[CH:22]=[CH:23]/[N+:24]([O-:26])=[O:25])[C:10]([O:12][CH2:13][C:14]1[CH:19]=[CH:18][CH:17]=[CH:16][CH:15]=1)=[O:11])=[O:7])([CH3:4])([CH3:3])[CH3:2].[F:34][C:35]1[C:40]([F:41])=[CH:39][CH:38]=[CH:37][C:36]=1B(O)O.O.C(=O)(O)[O-].[Na+]. The catalyst is O1CCOCC1.C(Cl)Cl.C([O-])(O)=O.[Na+].C1C=CC(P(C2C=CC3C(=CC=CC=3)C=2C2C3C(=CC=CC=3)C=CC=2P(C2C=CC=CC=2)C2C=CC=CC=2)C2C=CC=CC=2)=CC=1. The product is [C:1]([O:5][C:6]([N:8]([C:27]([O:29][C:30]([CH3:33])([CH3:32])[CH3:31])=[O:28])[C@@H:9]([C:10]([O:12][CH2:13][C:14]1[CH:19]=[CH:18][CH:17]=[CH:16][CH:15]=1)=[O:11])[CH2:20][CH2:21][C@@H:22]([C:39]1[CH:38]=[CH:37][CH:36]=[C:35]([F:34])[C:40]=1[F:41])[CH2:23][N+:24]([O-:26])=[O:25])=[O:7])([CH3:4])([CH3:3])[CH3:2]. The yield is 0.870. (7) The reactants are Cl.[F:2][C:3]([F:9])([F:8])[CH2:4][CH2:5][NH:6][NH2:7].C(=O)([O-])[O-].[K+].[K+].[O:16]1[CH:20]=[CH:19][C:18]([C:21](=O)[CH:22]=[C:23](N(OC)C)[C:24]([O:26][CH2:27][CH3:28])=[O:25])=[N:17]1.Cl. The catalyst is C(O)C.O. The product is [O:16]1[CH:20]=[CH:19][C:18]([C:21]2[CH:22]=[C:23]([C:24]([O:26][CH2:27][CH3:28])=[O:25])[N:6]([CH2:5][CH2:4][C:3]([F:9])([F:8])[F:2])[N:7]=2)=[N:17]1. The yield is 0.360.